Dataset: Reaction yield outcomes from USPTO patents with 853,638 reactions. Task: Predict the reaction yield, written as a fraction of the theoretical maximum amount of product (1.0 means a 100% yield; for example, 0.34 means a 34% yield). (1) The reactants are [C:1]1([CH2:7][CH:8]([P:18](=[O:21])([OH:20])[OH:19])[NH:9][S:10]([C:13]2[S:14][CH:15]=[CH:16][CH:17]=2)(=[O:12])=[O:11])[CH:6]=[CH:5][CH:4]=[CH:3][CH:2]=1.[Cl:22][C:23]1[C:28](O)=[CH:27][CH:26]=[CH:25][N:24]=1.ClC(Cl)(Cl)C#N. The catalyst is N1C=CC=CC=1. The product is [NH4+:9].[Cl:22][C:23]1[C:28]([O:21][P:18]([CH:8]([NH:9][S:10]([C:13]2[S:14][CH:15]=[CH:16][CH:17]=2)(=[O:11])=[O:12])[CH2:7][C:1]2[CH:6]=[CH:5][CH:4]=[CH:3][CH:2]=2)(=[O:19])[O-:20])=[CH:27][CH:26]=[CH:25][N:24]=1. The yield is 0.540. (2) The reactants are [F:1][C:2]1[CH:10]=[C:9]2[C:5]([C:6]([CH:11]=O)=[CH:7][NH:8]2)=[CH:4][CH:3]=1.[N+:13]([CH2:16][CH3:17])([O-:15])=[O:14].C([O-])(=O)C.[NH4+]. The yield is 0.860. The product is [F:1][C:2]1[CH:10]=[C:9]2[C:5]([C:6]([CH:11]=[C:16]([N+:13]([O-:15])=[O:14])[CH3:17])=[CH:7][NH:8]2)=[CH:4][CH:3]=1. The catalyst is CCOC(C)=O. (3) The reactants are [C:1]1([CH:8]=[CH:7][CH:6]=[C:4]([OH:5])[CH:3]=1)[OH:2].[Br:9][CH2:10][CH2:11][C:12](O)=[O:13].FC(F)(F)S(O)(=O)=O. No catalyst specified. The product is [Br:9][CH2:10][CH2:11][C:12]([C:6]1[CH:7]=[CH:8][C:1]([OH:2])=[CH:3][C:4]=1[OH:5])=[O:13]. The yield is 0.720. (4) The reactants are Br[C:2]1[CH:3]=[C:4]([CH:9]=[CH:10][C:11]([O:13]CC)=[O:12])[CH:5]=[CH:6][C:7]=1[OH:8].[F:16][C:17]1[CH:41]=[CH:40][C:20]([CH2:21][O:22][C:23]2[C:24](B(O)O)=[CH:25][C:26]3[C:27]([CH3:36])([CH3:35])[CH2:28][CH2:29][C:30]([CH3:34])([CH3:33])[C:31]=3[CH:32]=2)=[CH:19][CH:18]=1. No catalyst specified. The product is [OH:8][C:7]1[CH:2]=[CH:3][C:4]([CH:9]=[CH:10][C:11]([OH:13])=[O:12])=[CH:5][C:6]=1[C:24]1[C:23]([O:22][CH2:21][C:20]2[CH:40]=[CH:41][C:17]([F:16])=[CH:18][CH:19]=2)=[CH:32][C:31]2[C:30]([CH3:34])([CH3:33])[CH2:29][CH2:28][C:27]([CH3:36])([CH3:35])[C:26]=2[CH:25]=1. The yield is 0.440. (5) The reactants are [NH:1]1[CH2:8][CH2:7][CH2:6][C@@H:2]1[C:3]([OH:5])=[O:4].OS(O)(=O)=O.[C:14]([O-])([O-])=O.[K+].[K+].C([O-])(O)=O.[Na+].[CH3:25][C:26]([O:29][C:30](O[C:30]([O:29][C:26]([CH3:28])([CH3:27])[CH3:25])=[O:31])=[O:31])([CH3:28])[CH3:27]. The catalyst is CO.O. The product is [N:1]1([C:30]([O:29][C:26]([CH3:28])([CH3:27])[CH3:25])=[O:31])[CH2:8][CH2:7][CH2:6][C@@H:2]1[C:3]([O:5][CH3:14])=[O:4]. The yield is 0.960. (6) The reactants are [O:1]1[C:5]2[CH:6]=[CH:7][C:8]([C:10]3([C:13]([NH:15][C:16]4[CH:21]=[C:20]([C:22]5[CH:27]=[CH:26][C:25]([C:28](=[O:32])[N:29]([CH3:31])[CH3:30])=[CH:24][CH:23]=5)[C:19]([C:33]([O:35]C)=[O:34])=[CH:18][CH:17]=4)=[O:14])[CH2:12][CH2:11]3)=[CH:9][C:4]=2[O:3][CH2:2]1. The catalyst is CN(C=O)C.C([O-])([O-])=O.[K+].[K+]. The product is [O:1]1[C:5]2[CH:6]=[CH:7][C:8]([C:10]3([C:13]([NH:15][C:16]4[CH:21]=[C:20]([C:22]5[CH:27]=[CH:26][C:25]([C:28](=[O:32])[N:29]([CH3:31])[CH3:30])=[CH:24][CH:23]=5)[C:19]([C:33]([OH:35])=[O:34])=[CH:18][CH:17]=4)=[O:14])[CH2:12][CH2:11]3)=[CH:9][C:4]=2[O:3][CH2:2]1. The yield is 0.0800. (7) The reactants are Br[C:2]1[CH:3]=[CH:4][C:5]([F:27])=[C:6]([CH2:8][CH2:9][N:10]2[CH2:15][CH2:14][N:13]([C:16]3[CH:25]=[CH:24][CH:23]=[C:22]4[C:17]=3[CH:18]=[CH:19][C:20]([CH3:26])=[N:21]4)[CH2:12][CH2:11]2)[CH:7]=1.[C:28]([NH2:31])(=[O:30])[CH3:29]. No catalyst specified. The product is [F:27][C:5]1[CH:4]=[CH:3][C:2]([NH:31][C:28](=[O:30])[CH3:29])=[CH:7][C:6]=1[CH2:8][CH2:9][N:10]1[CH2:15][CH2:14][N:13]([C:16]2[CH:25]=[CH:24][CH:23]=[C:22]3[C:17]=2[CH:18]=[CH:19][C:20]([CH3:26])=[N:21]3)[CH2:12][CH2:11]1. The yield is 0.660. (8) The reactants are [CH3:1][C:2]1[N:3]=[CH:4][C:5]([NH2:8])=[N:6][CH:7]=1.N1C=CC=CC=1.[Br:15]Br.O. The catalyst is C(Cl)(Cl)Cl. The product is [Br:15][C:4]1[C:5]([NH2:8])=[N:6][CH:7]=[C:2]([CH3:1])[N:3]=1. The yield is 0.564. (9) The reactants are Cl.[C:2]1([CH2:8][S:9]([NH:12][C:13]2[CH:18]=[CH:17][C:16]([C:19](N3CCC[C@H]3CN3CCCC3)=[O:20])=[CH:15][CH:14]=2)(=[O:11])=[O:10])[CH:7]=[CH:6][CH:5]=[CH:4]C=1.C(Cl)(=O)C(Cl)=O.CN1CCOCC1.[NH:45]1[CH2:49][CH2:48][CH2:47][C@H:46]1[CH2:50][N:51]1[CH2:55][CH2:54][CH2:53][CH2:52]1. The yield is 0.900. The catalyst is CN(C)C=O.ClCCl.C(#N)C. The product is [CH3:8][S:9]([C:6]1[CH:5]=[CH:4][C:8]([S:9]([NH:12][C:13]2[CH:14]=[CH:15][C:16]([C:19]([N:45]3[CH2:49][CH2:48][CH2:47][C@H:46]3[CH2:50][N:51]3[CH2:55][CH2:54][CH2:53][CH2:52]3)=[O:20])=[CH:17][CH:18]=2)(=[O:10])=[O:11])=[CH:2][CH:7]=1)(=[O:11])=[O:10]. (10) The product is [Br:1][C:2]1[CH:7]=[CH:6][C:5]([C@@H:8]([N:10]2[CH2:26][CH2:25][N:14]([S:15]([C:18]3[CH:19]=[CH:20][C:21]([CH3:24])=[CH:22][CH:23]=3)(=[O:17])=[O:16])[CH2:13][CH2:12]2)[CH3:9])=[CH:4][CH:3]=1. The yield is 0.770. The reactants are [Br:1][C:2]1[CH:7]=[CH:6][C:5]([C@@H:8]([NH2:10])[CH3:9])=[CH:4][CH:3]=1.Cl[CH2:12][CH2:13][N:14]([CH2:25][CH2:26]Cl)[S:15]([C:18]1[CH:23]=[CH:22][C:21]([CH3:24])=[CH:20][CH:19]=1)(=[O:17])=[O:16].CCN(C(C)C)C(C)C. The catalyst is C(Cl)Cl.